Dataset: NCI-60 drug combinations with 297,098 pairs across 59 cell lines. Task: Regression. Given two drug SMILES strings and cell line genomic features, predict the synergy score measuring deviation from expected non-interaction effect. (1) Synergy scores: CSS=1.55, Synergy_ZIP=-0.444, Synergy_Bliss=-1.22, Synergy_Loewe=-10.3, Synergy_HSA=-4.31. Cell line: NCI-H322M. Drug 2: C1CCC(C(C1)N)N.C(=O)(C(=O)[O-])[O-].[Pt+4]. Drug 1: CS(=O)(=O)OCCCCOS(=O)(=O)C. (2) Drug 1: CN1CCC(CC1)COC2=C(C=C3C(=C2)N=CN=C3NC4=C(C=C(C=C4)Br)F)OC. Drug 2: CCC1=CC2CC(C3=C(CN(C2)C1)C4=CC=CC=C4N3)(C5=C(C=C6C(=C5)C78CCN9C7C(C=CC9)(C(C(C8N6C)(C(=O)OC)O)OC(=O)C)CC)OC)C(=O)OC.C(C(C(=O)O)O)(C(=O)O)O. Cell line: BT-549. Synergy scores: CSS=56.4, Synergy_ZIP=16.7, Synergy_Bliss=15.5, Synergy_Loewe=-15.4, Synergy_HSA=14.0. (3) Drug 1: CS(=O)(=O)C1=CC(=C(C=C1)C(=O)NC2=CC(=C(C=C2)Cl)C3=CC=CC=N3)Cl. Drug 2: CC12CCC3C(C1CCC2O)C(CC4=C3C=CC(=C4)O)CCCCCCCCCS(=O)CCCC(C(F)(F)F)(F)F. Cell line: SF-268. Synergy scores: CSS=9.85, Synergy_ZIP=8.57, Synergy_Bliss=12.4, Synergy_Loewe=7.84, Synergy_HSA=8.90. (4) Drug 1: C1C(C(OC1N2C=NC3=C(N=C(N=C32)Cl)N)CO)O. Drug 2: CC1=C(C=C(C=C1)C(=O)NC2=CC(=CC(=C2)C(F)(F)F)N3C=C(N=C3)C)NC4=NC=CC(=N4)C5=CN=CC=C5. Cell line: OVCAR3. Synergy scores: CSS=3.31, Synergy_ZIP=4.15, Synergy_Bliss=12.1, Synergy_Loewe=1.65, Synergy_HSA=2.13. (5) Drug 1: C1CC(=O)NC(=O)C1N2CC3=C(C2=O)C=CC=C3N. Drug 2: CS(=O)(=O)OCCCCOS(=O)(=O)C. Cell line: NCI/ADR-RES. Synergy scores: CSS=12.9, Synergy_ZIP=-1.49, Synergy_Bliss=1.40, Synergy_Loewe=3.28, Synergy_HSA=2.34. (6) Drug 1: C1=NC2=C(N=C(N=C2N1C3C(C(C(O3)CO)O)F)Cl)N. Drug 2: C1=CN(C=N1)CC(O)(P(=O)(O)O)P(=O)(O)O. Cell line: HOP-92. Synergy scores: CSS=10.7, Synergy_ZIP=0.214, Synergy_Bliss=3.72, Synergy_Loewe=-10.5, Synergy_HSA=0.800. (7) Drug 1: C1CC(C1)(C(=O)O)C(=O)O.[NH2-].[NH2-].[Pt+2]. Drug 2: C1C(C(OC1N2C=NC(=NC2=O)N)CO)O. Cell line: SF-268. Synergy scores: CSS=14.6, Synergy_ZIP=-1.33, Synergy_Bliss=2.99, Synergy_Loewe=2.08, Synergy_HSA=1.95.